From a dataset of hERG potassium channel inhibition data for cardiac toxicity prediction from Karim et al.. Regression/Classification. Given a drug SMILES string, predict its toxicity properties. Task type varies by dataset: regression for continuous values (e.g., LD50, hERG inhibition percentage) or binary classification for toxic/non-toxic outcomes (e.g., AMES mutagenicity, cardiotoxicity, hepatotoxicity). Dataset: herg_karim. (1) The drug is COc1cc(CCN2CCN(CC(F)c3ccc4c(c3C)COC4=O)CC2)ccc1C#N. The result is 1 (blocker). (2) The molecule is O=S(=O)(c1ccc(F)cc1)c1ccc(C=Cc2ccc(F)cc2)nc1. The result is 1 (blocker). (3) The drug is CC(=O)NC[C@@H]1OC(=O)N2c3ccc(-c4ccc(C#N)nc4)cc3OC[C@H]12. The result is 1 (blocker). (4) The compound is CC1(c2cccc(-c3cccc(Cl)c3)c2)N=C(N)CCO1. The result is 1 (blocker). (5) The drug is CCCn1c(-c2ccccc2)cc(C(=O)NCCCN2CCN(c3cccc(Cl)c3Cl)CC2)c1C. The result is 1 (blocker). (6) The molecule is CCN=C(NS(=O)(=O)c1cccc(Cl)c1)N1CC2(C=N1)CCNCC2. The result is 1 (blocker).